This data is from Catalyst prediction with 721,799 reactions and 888 catalyst types from USPTO. The task is: Predict which catalyst facilitates the given reaction. (1) Reactant: [C:1]([C:3]1[CH:8]=[CH:7][CH:6]=[CH:5][C:4]=1[CH2:9][OH:10])#[CH:2].[Br:11][C:12]1[CH:17]=[CH:16][CH:15]=[C:14](Br)[C:13]=1[CH3:19]. Product: [Br:11][C:12]1[C:13]([CH3:19])=[C:14]([C:2]#[C:1][C:3]2[CH:8]=[CH:7][CH:6]=[CH:5][C:4]=2[CH2:9][OH:10])[CH:15]=[CH:16][CH:17]=1. The catalyst class is: 700. (2) Reactant: [CH3:1][C:2]1[C:12](=[O:13])[C:11]2[CH:10]=[CH:9][CH:8]=[CH:7][C:6]=2[C:4](=[O:5])[CH:3]=1.S(S([O-])=O)([O-])=O.[Na+].[Na+].S(S([O-])=O)([O-])(=O)=O.[Na+].[Na+]. Product: [CH3:1][C:2]1[CH:3]=[C:4]([OH:5])[C:6]2[C:11](=[CH:10][CH:9]=[CH:8][CH:7]=2)[C:12]=1[OH:13]. The catalyst class is: 161. (3) Reactant: [CH:1]1([C:7]2[C:8]3[CH:9]=[CH:10][C:11]([C:32]([O:34][CH3:35])=[O:33])=[CH:12][C:13]=3[N:14]3[C:20]=2[C:19]2[CH:21]=[CH:22][CH:23]=[CH:24][C:18]=2[N:17]([CH2:25][C:26]([N:28]([CH3:30])[CH3:29])=O)[C:16](=O)[CH2:15]3)[CH2:6][CH2:5][CH2:4][CH2:3][CH2:2]1.S(C)C. Product: [CH:1]1([C:7]2[C:8]3[CH:9]=[CH:10][C:11]([C:32]([O:34][CH3:35])=[O:33])=[CH:12][C:13]=3[N:14]3[C:20]=2[C:19]2[CH:21]=[CH:22][CH:23]=[CH:24][C:18]=2[N:17]([CH2:25][CH2:26][N:28]([CH3:30])[CH3:29])[CH2:16][CH2:15]3)[CH2:2][CH2:3][CH2:4][CH2:5][CH2:6]1. The catalyst class is: 1. (4) Reactant: [NH2:1][C:2]1[C:3]2[C:10]([C:11]3[CH:16]=[CH:15][C:14]([Cl:17])=[CH:13][CH:12]=3)=[CH:9][N:8]([C:18]3[CH:19]=[C:20]([CH2:24][OH:25])[CH:21]=[CH:22][CH:23]=3)[C:4]=2[N:5]=[CH:6][N:7]=1.C(N(CC)CC)C.N1C=CC=CC=1.S(=O)(=O)=O.Cl. Product: [NH2:1][C:2]1[C:3]2[C:10]([C:11]3[CH:12]=[CH:13][C:14]([Cl:17])=[CH:15][CH:16]=3)=[CH:9][N:8]([C:18]3[CH:19]=[C:20]([CH:21]=[CH:22][CH:23]=3)[CH:24]=[O:25])[C:4]=2[N:5]=[CH:6][N:7]=1. The catalyst class is: 16.